Dataset: Catalyst prediction with 721,799 reactions and 888 catalyst types from USPTO. Task: Predict which catalyst facilitates the given reaction. Reactant: C([O:4][CH:5]1[S:22][C@H:21]([CH2:23][O:24][C:25](=[O:27])[CH3:26])[C@@H:16]([O:17][C:18](=[O:20])[CH3:19])[C@H:11]([O:12][C:13](=[O:15])[CH3:14])[C@H:6]1[O:7][C:8](=[O:10])[CH3:9])(=O)C.CNN.C(O)(=O)C.Cl. Product: [C:8]([O:7][C@@H:6]1[C@@H:11]([O:12][C:13](=[O:15])[CH3:14])[C@H:16]([O:17][C:18](=[O:20])[CH3:19])[C@@H:21]([CH2:23][O:24][C:25](=[O:27])[CH3:26])[S:22][CH:5]1[OH:4])(=[O:10])[CH3:9]. The catalyst class is: 9.